From a dataset of Reaction yield outcomes from USPTO patents with 853,638 reactions. Predict the reaction yield, written as a fraction of the theoretical maximum amount of product (1.0 means a 100% yield; for example, 0.34 means a 34% yield). The reactants are [C:1](Cl)(=O)[CH3:2].[C:5]1([CH2:15][C:16]([OH:18])=[O:17])[CH:10]=[CH:9][CH:8]=[C:7]([CH2:11][C:12]([OH:14])=[O:13])[CH:6]=1.[CH2:19](O)[CH3:20]. No catalyst specified. The product is [C:5]1([CH2:15][C:16]([O:18][CH2:1][CH3:2])=[O:17])[CH:10]=[CH:9][CH:8]=[C:7]([CH2:11][C:12]([O:14][CH2:19][CH3:20])=[O:13])[CH:6]=1. The yield is 1.00.